This data is from Full USPTO retrosynthesis dataset with 1.9M reactions from patents (1976-2016). The task is: Predict the reactants needed to synthesize the given product. (1) Given the product [C:1]([C:3]1[CH:8]=[CH:7][C:6]([CH:9]2[N:14]([CH2:15][C:16]([N:68]([CH2:69][CH2:70][OH:71])[CH3:67])=[O:18])[C:13](=[O:19])[N:12]([C:20]3[CH:25]=[CH:24][CH:23]=[C:22]([C:26]([F:29])([F:28])[F:27])[CH:21]=3)[C:11]3[CH2:30][CH2:31][C:32](=[O:33])[C:10]2=3)=[C:5]([S:34]([CH3:37])(=[O:36])=[O:35])[CH:4]=1)#[N:2], predict the reactants needed to synthesize it. The reactants are: [C:1]([C:3]1[CH:8]=[CH:7][C:6]([CH:9]2[N:14]([CH2:15][C:16]([OH:18])=O)[C:13](=[O:19])[N:12]([C:20]3[CH:25]=[CH:24][CH:23]=[C:22]([C:26]([F:29])([F:28])[F:27])[CH:21]=3)[C:11]3[CH2:30][CH2:31][C:32](=[O:33])[C:10]2=3)=[C:5]([S:34]([CH3:37])(=[O:36])=[O:35])[CH:4]=1)#[N:2].C(N(CC)CC)C.F[B-](F)(F)F.C[N+](C)=C(N(C)C)ON1C2C=CC=CC=2N=N1.[CH3:67][NH:68][CH2:69][CH2:70][OH:71]. (2) The reactants are: [CH3:1][O:2][C:3]1[CH:4]=[C:5]2[C:9](=[CH:10][C:11]=1[O:12][CH3:13])[N:8]([CH3:14])[CH:7]=[C:6]2[C:15]1[N:25](S(C2C=CC(C)=CC=2)(=O)=O)[C:18]2=[N:19][CH:20]=[CH:21][C:22]([CH2:23][NH2:24])=[C:17]2[CH:16]=1.[OH-].[K+]. Given the product [CH3:1][O:2][C:3]1[CH:4]=[C:5]2[C:9](=[CH:10][C:11]=1[O:12][CH3:13])[N:8]([CH3:14])[CH:7]=[C:6]2[C:15]1[NH:25][C:18]2=[N:19][CH:20]=[CH:21][C:22]([CH2:23][NH2:24])=[C:17]2[CH:16]=1, predict the reactants needed to synthesize it. (3) Given the product [Cl:13][C:2]1[N:7]=[C:6]([CH3:8])[C:5]([N+:9]([O-:11])=[O:10])=[CH:4][CH:3]=1, predict the reactants needed to synthesize it. The reactants are: O[C:2]1[N:7]=[C:6]([CH3:8])[C:5]([N+:9]([O-:11])=[O:10])=[CH:4][CH:3]=1.P(Cl)(Cl)(Cl)(Cl)[Cl:13].O=P(Cl)(Cl)Cl.CN(C=O)C. (4) Given the product [Cl:46][C:14]1[C:13]([N:9]2[CH2:10][CH2:11][O:12][CH:7]([CH2:6][NH:54][CH2:53][C:52]3[CH:55]=[CH:56][C:49]([O:48][CH3:47])=[CH:50][CH:51]=3)[CH2:8]2)=[CH:18][C:17]([C:19]#[N:20])=[CH:16][C:15]=1[NH:21][C:22]1[N:27]=[C:26]([N:28]([CH:38]2[CH2:40][CH2:39]2)[CH2:29][C:30]2[CH:31]=[CH:32][C:33]([O:36][CH3:37])=[CH:34][CH:35]=2)[C:25]2=[N:41][CH:42]=[C:43]([C:44]#[N:45])[N:24]2[N:23]=1, predict the reactants needed to synthesize it. The reactants are: CS(O[CH2:6][CH:7]1[O:12][CH2:11][CH2:10][N:9]([C:13]2[CH:18]=[C:17]([C:19]#[N:20])[CH:16]=[C:15]([NH:21][C:22]3[N:27]=[C:26]([N:28]([CH:38]4[CH2:40][CH2:39]4)[CH2:29][C:30]4[CH:35]=[CH:34][C:33]([O:36][CH3:37])=[CH:32][CH:31]=4)[C:25]4=[N:41][CH:42]=[C:43]([C:44]#[N:45])[N:24]4[N:23]=3)[C:14]=2[Cl:46])[CH2:8]1)(=O)=O.[CH3:47][O:48][C:49]1[CH:56]=[CH:55][C:52]([CH2:53][NH2:54])=[CH:51][CH:50]=1.C(=O)([O-])[O-].[K+].[K+].